Predict which catalyst facilitates the given reaction. From a dataset of Catalyst prediction with 721,799 reactions and 888 catalyst types from USPTO. Reactant: C([SiH](CC)CC)C.FC(F)(F)C(O)=O.O[CH:16]([C:29]1[C:30]([C:40]2[CH:45]=[CH:44][CH:43]=[CH:42][CH:41]=2)=[N:31][N:32]2[CH:37]=[C:36]([O:38][CH3:39])[CH:35]=[CH:34][C:33]=12)[C:17]1[N:22]=[C:21]([C:23]([O:25][CH3:26])=[O:24])[CH:20]=[C:19]([O:27][CH3:28])[CH:18]=1.C(=O)(O)[O-].[Na+]. Product: [CH3:28][O:27][C:19]1[CH:18]=[C:17]([CH2:16][C:29]2[C:30]([C:40]3[CH:41]=[CH:42][CH:43]=[CH:44][CH:45]=3)=[N:31][N:32]3[CH:37]=[C:36]([O:38][CH3:39])[CH:35]=[CH:34][C:33]=23)[N:22]=[C:21]([C:23]([O:25][CH3:26])=[O:24])[CH:20]=1. The catalyst class is: 4.